Dataset: Full USPTO retrosynthesis dataset with 1.9M reactions from patents (1976-2016). Task: Predict the reactants needed to synthesize the given product. (1) Given the product [CH3:1][C:2]([CH3:46])([CH2:44][CH3:45])[CH2:3][C:4]1[N:5]=[C:6]([CH2:28][CH2:29][C:30]2[CH:35]=[CH:34][C:33]([C:36]3[CH:41]=[CH:40][CH:39]=[CH:38][N:37]=3)=[C:32]([OH:42])[CH:31]=2)[NH:7][CH:8]=1, predict the reactants needed to synthesize it. The reactants are: [CH3:1][C:2]([CH3:46])([CH2:44][CH3:45])[CH2:3][C:4]1[N:5]=[C:6]([CH2:28][CH2:29][C:30]2[CH:35]=[CH:34][C:33]([C:36]3[CH:41]=[CH:40][CH:39]=[CH:38][N:37]=3)=[C:32]([O:42]C)[CH:31]=2)[N:7](C(C2C=CC=CC=2)(C2C=CC=CC=2)C2C=CC=CC=2)[CH:8]=1. (2) Given the product [F:1][C:2]1[CH:7]=[CH:6][C:5]([C:8]([F:11])([F:10])[F:9])=[CH:4][C:3]=1[C:16]1[CH:21]=[C:20]([CH3:22])[CH:19]=[CH:18][N:17]=1, predict the reactants needed to synthesize it. The reactants are: [F:1][C:2]1[CH:7]=[CH:6][C:5]([C:8]([F:11])([F:10])[F:9])=[CH:4][C:3]=1B(O)O.Cl[C:16]1[CH:21]=[C:20]([CH3:22])[CH:19]=[CH:18][N:17]=1.C(P(C(C)(C)C)C[Si](C)(C)C)(C)(C)C.[F-].[Cs+]. (3) Given the product [CH3:34][C:35]1[C:39]([C:16]2[CH:21]=[CH:20][C:19]([C:22]3([C:28]4[CH:33]=[CH:32][CH:31]=[CH:30][CH:29]=4)[CH2:27][CH2:26][NH:25][CH2:24][CH2:23]3)=[CH:18][CH:17]=2)=[C:38]([CH3:49])[NH:37][N:36]=1, predict the reactants needed to synthesize it. The reactants are: CC1(C)C(C)(C)OB(C2C=NNC=2)O1.Cl[C:16]1[CH:21]=[CH:20][C:19]([C:22]2([C:28]3[CH:33]=[CH:32][CH:31]=[CH:30][CH:29]=3)[CH2:27][CH2:26][NH:25][CH2:24][CH2:23]2)=[CH:18][CH:17]=1.[CH3:34][C:35]1[C:39](B2OC(C)(C)C(C)(C)O2)=[C:38]([CH3:49])[NH:37][N:36]=1. (4) Given the product [ClH:1].[ClH:1].[F:27][C:25]1[C:20]2[NH:21][C:22]([CH3:24])=[N:23][C:19]=2[CH:18]=[C:17]([NH:16][NH2:15])[CH:26]=1, predict the reactants needed to synthesize it. The reactants are: [ClH:1].C(=[N:15][NH:16][C:17]1[CH:26]=[C:25]([F:27])[C:20]2[NH:21][C:22]([CH3:24])=[N:23][C:19]=2[CH:18]=1)(C1C=CC=CC=1)C1C=CC=CC=1. (5) Given the product [Cl:1][C:2]1[CH:16]=[CH:15][C:14]2[C:7]3([O:11][C:10](=[O:12])[NH:9][C:8]3=[O:13])[CH2:6][CH2:5][C:4]=2[C:3]=1[C:18]#[N:19], predict the reactants needed to synthesize it. The reactants are: [Cl:1][C:2]1[C:3](I)=[C:4]2[C:14](=[CH:15][CH:16]=1)[C:7]1([O:11][C:10](=[O:12])[NH:9][C:8]1=[O:13])[CH2:6][CH2:5]2.[C:18]([Zn]C#N)#[N:19].